This data is from Catalyst prediction with 721,799 reactions and 888 catalyst types from USPTO. The task is: Predict which catalyst facilitates the given reaction. (1) Reactant: [Cl:1][C:2]1[C:7]([Cl:8])=[CH:6][C:5]([NH2:9])=[C:4]([NH2:10])[CH:3]=1.C([O:15][C:16](=O)[CH2:17][C:18](=O)[C:19]1[CH:24]=[CH:23][CH:22]=[C:21]([C:25]2[CH:30]=[CH:29][N:28]=[CH:27][CH:26]=2)[CH:20]=1)(C)(C)C. Product: [Cl:1][C:2]1[C:7]([Cl:8])=[CH:6][C:5]2[NH:9][C:16](=[O:15])[CH2:17][C:18]([C:19]3[CH:24]=[CH:23][CH:22]=[C:21]([C:25]4[CH:26]=[CH:27][N:28]=[CH:29][CH:30]=4)[CH:20]=3)=[N:10][C:4]=2[CH:3]=1. The catalyst class is: 113. (2) Product: [CH2:9]1[CH2:10][CH2:12][C:5]([OH:6])([C:4]([C:2]2[CH:3]=[CH:15][CH:14]=[CH:13][CH:1]=2)=[O:53])[CH2:7][CH2:8]1. The catalyst class is: 824. Reactant: [CH3:1][CH:2]([CH2:4][C:5]([CH3:7])=[O:6])[CH3:3].[CH3:8][CH2:9][C:10]([CH3:12])=O.[C:13](OCC(CO)(COCC(COC(=O)C=C)(COC(=O)C=C)COC(=O)C=C)COC(=O)C=C)(=O)[CH:14]=[CH2:15].C(OCC(COC(=O)C=C)(COCC(COC(=O)C=C)(COC(=O)C=C)COC(=O)C=C)COC(=O)C=C)(=[O:53])C=C. (3) Reactant: O[CH2:2][C:3]1[CH:12]=[N:11][C:10]2[N:9]3[CH2:13][CH2:14][CH2:15][C@H:8]3[C:7](=[O:16])[NH:6][C:5]=2[CH:4]=1.Cl.[F:18][C:19]1[CH:20]=[C:21]([CH:28]=[CH:29][C:30]=1[N:31]1[CH2:36][CH2:35][NH:34][CH2:33][CH2:32]1)[C:22]([NH:24][CH:25]([CH3:27])[CH3:26])=[O:23].[I-].C(C[P+](C)(C)C)#N.C(N(CC)C(C)C)(C)C. Product: [F:18][C:19]1[CH:20]=[C:21]([CH:28]=[CH:29][C:30]=1[N:31]1[CH2:32][CH2:33][N:34]([CH2:2][C:3]2[CH:12]=[N:11][C:10]3[N:9]4[CH2:13][CH2:14][CH2:15][C@H:8]4[C:7](=[O:16])[NH:6][C:5]=3[CH:4]=2)[CH2:35][CH2:36]1)[C:22]([NH:24][CH:25]([CH3:27])[CH3:26])=[O:23]. The catalyst class is: 397. (4) Reactant: [CH2:1]([O:3][CH2:4][O:5][C:6]1[CH:7]=[CH:8][C:9]([CH3:15])=[C:10](B(O)O)[CH:11]=1)[CH3:2].FC(F)(F)S(O[C:22]1[CH:27]=[CH:26][C:25]([C:28](=[O:31])[CH2:29][CH3:30])=[CH:24][C:23]=1[CH2:32][CH2:33][CH3:34])(=O)=O.[Cl-].[Li+].C(=O)([O-])[O-].[K+].[K+]. Product: [CH2:1]([O:3][CH2:4][O:5][C:6]1[CH:7]=[CH:8][C:9]([CH3:15])=[C:10]([C:22]2[CH:27]=[CH:26][C:25]([C:28](=[O:31])[CH2:29][CH3:30])=[CH:24][C:23]=2[CH2:32][CH2:33][CH3:34])[CH:11]=1)[CH3:2]. The catalyst class is: 149. (5) Reactant: [Br:1][C:2]1[CH:7]=[CH:6][C:5]([F:8])=[CH:4][C:3]=1[C@H:9]([NH:13][C:14](=O)[CH3:15])[CH2:10]C=C.II.[C:19]([O-:22])(O)=[O:20].[Na+].[O-]S([O-])(=S)=O.[Na+].[Na+].[CH2:31]1COCC1. Product: [C:19]([O:22][CH:15]1[CH2:10][C@H:9]([C:3]2[CH:4]=[C:5]([F:8])[CH:6]=[CH:7][C:2]=2[Br:1])[NH:13][CH2:14]1)(=[O:20])[CH3:31]. The catalyst class is: 6. (6) Reactant: [F:1][C:2]([F:17])([F:16])[C:3]1[CH:4]=[C:5]([CH:13]=[CH:14][CH:15]=1)[C:6]([NH:8][CH2:9][C:10]([OH:12])=O)=[O:7].C(N(CC)CC)C.ClC(OCC(C)C)=O.[NH2:33][C@@H:34]1[CH2:39][CH2:38][C@H:37]([NH:40][C:41](=[O:47])[O:42][C:43]([CH3:46])([CH3:45])[CH3:44])[CH2:36][CH2:35]1. Product: [F:16][C:2]([F:1])([F:17])[C:3]1[CH:4]=[C:5]([CH:13]=[CH:14][CH:15]=1)[C:6]([NH:8][CH2:9][C:10]([NH:33][C@@H:34]1[CH2:39][CH2:38][C@H:37]([NH:40][C:41](=[O:47])[O:42][C:43]([CH3:45])([CH3:44])[CH3:46])[CH2:36][CH2:35]1)=[O:12])=[O:7]. The catalyst class is: 76. (7) Product: [CH3:20][C:21]1[N:22]=[C:23]([CH3:44])[N:24]2[C:29]=1[C:28]([O:19][C:11]1[CH:12]=[C:13]([O:17][CH3:18])[C:14]([O:15][CH3:16])=[C:9]([O:8][CH3:7])[CH:10]=1)=[N:27][C:26]([C:35]1[CH:36]=[CH:37][C:38]([N+:41]([O-:43])=[O:42])=[CH:39][CH:40]=1)=[N:25]2. The catalyst class is: 7. Reactant: CC(C)([O-])C.[K+].[CH3:7][O:8][C:9]1[CH:10]=[C:11]([OH:19])[CH:12]=[C:13]([O:17][CH3:18])[C:14]=1[O:15][CH3:16].[CH3:20][C:21]1[N:22]=[C:23]([CH3:44])[N:24]2[C:29]=1[C:28](N1C=NC=N1)=[N:27][C:26]([C:35]1[CH:40]=[CH:39][C:38]([N+:41]([O-:43])=[O:42])=[CH:37][CH:36]=1)=[N:25]2. (8) Reactant: [Br:1][C:2]1[CH:7]=[C:6]([Br:8])[CH:5]=[CH:4][C:3]=1[NH:9][C:10](=O)[C:11]1[CH:16]=[CH:15][C:14]([F:17])=[CH:13][CH:12]=1.COC1C=CC(P2(=S)SP(=S)(C3C=CC(OC)=CC=3)[S:28]2)=CC=1. Product: [Br:1][C:2]1[CH:7]=[C:6]([Br:8])[CH:5]=[CH:4][C:3]=1[NH:9][C:10]([C:11]1[CH:16]=[CH:15][C:14]([F:17])=[CH:13][CH:12]=1)=[S:28]. The catalyst class is: 11.